From a dataset of TCR-epitope binding with 47,182 pairs between 192 epitopes and 23,139 TCRs. Binary Classification. Given a T-cell receptor sequence (or CDR3 region) and an epitope sequence, predict whether binding occurs between them. The epitope is TPQDLNTML. The TCR CDR3 sequence is CASSFLGQKNSPLHF. Result: 0 (the TCR does not bind to the epitope).